Predict which catalyst facilitates the given reaction. From a dataset of Catalyst prediction with 721,799 reactions and 888 catalyst types from USPTO. (1) The catalyst class is: 100. Product: [Na+:50].[Cl:37][C:33]1[CH:32]=[C:31]([NH:30][C:29]([C:12]2[N:11]([CH:39]([CH3:40])[CH3:41])[C:10]([CH:9]=[CH:8][C@@H:7]([OH:42])[CH2:6][C@@H:5]([OH:43])[CH2:4][C:3]([O-:44])=[O:2])=[C:14]([C:15]3[CH:16]=[CH:17][C:18]([F:21])=[CH:19][CH:20]=3)[C:13]=2[C:22]2[CH:23]=[CH:24][C:25]([F:28])=[CH:26][CH:27]=2)=[O:38])[CH:36]=[CH:35][CH:34]=1. Reactant: C[O:2][C:3](=[O:44])[CH2:4][C@H:5]([OH:43])[CH2:6][C@H:7]([OH:42])[CH:8]=[CH:9][C:10]1[N:11]([CH:39]([CH3:41])[CH3:40])[C:12]([C:29](=[O:38])[NH:30][C:31]2[CH:36]=[CH:35][CH:34]=[C:33]([Cl:37])[CH:32]=2)=[C:13]([C:22]2[CH:27]=[CH:26][C:25]([F:28])=[CH:24][CH:23]=2)[C:14]=1[C:15]1[CH:20]=[CH:19][C:18]([F:21])=[CH:17][CH:16]=1.C(O)C.O.[OH-].[Na+:50]. (2) Reactant: C([Sn](CCCC)(CCCC)C(OCC)=C)CCC.[CH2:19]([O:21][C:22]1[C:23]([C:37](=[O:39])[CH3:38])=[CH:24][C:25]2[C:26](C(C)C)=[CH:27][CH2:28][C:29]([CH3:33])([CH3:32])[C:30]=2[CH:31]=1)[CH3:20]. Product: [CH2:19]([O:21][C:22]1[C:23]([C:37](=[O:39])[CH3:38])=[CH:24][C:25]2[CH:26]=[CH:27][CH2:28][C:29]([CH3:32])([CH3:33])[C:30]=2[CH:31]=1)[CH3:20]. The catalyst class is: 516.